This data is from Reaction yield outcomes from USPTO patents with 853,638 reactions. The task is: Predict the reaction yield, written as a fraction of the theoretical maximum amount of product (1.0 means a 100% yield; for example, 0.34 means a 34% yield). The reactants are [N:1]([S:4]([C:7]1[CH:12]=[CH:11][C:10]([Br:13])=[CH:9][C:8]=1[CH2:14][C:15]([O:17][CH3:18])=[O:16])(=[O:6])=[O:5])=[N+]=[N-]. The catalyst is ClC1C=CC=CC=1.[Co+2].C1(C2C3NC(C(C4C=CC=CC=4)=C4N=C(C(C5C=CC=CC=5)=C5NC(=C(C6C=CC=CC=6)C6C=CC=2N=6)C=C5)C=C4)=CC=3)C=CC=CC=1. The product is [Br:13][C:10]1[CH:11]=[CH:12][C:7]2[S:4](=[O:6])(=[O:5])[NH:1][CH:14]([C:15]([O:17][CH3:18])=[O:16])[C:8]=2[CH:9]=1. The yield is 0.590.